This data is from Catalyst prediction with 721,799 reactions and 888 catalyst types from USPTO. The task is: Predict which catalyst facilitates the given reaction. (1) Reactant: [N+:1]([C:4]1[CH:9]=[C:8]([O:10][CH:11]([C:13]2[CH:18]=[CH:17][CH:16]=[CH:15][CH:14]=2)[CH3:12])[CH:7]=[CH:6][C:5]=1[S:19][C:20]1[CH:25]=[CH:24][C:23]([NH2:26])=[CH:22][CH:21]=1)([O-:3])=[O:2].[CH3:27][C:28]([O:31][C:32](O[C:32]([O:31][C:28]([CH3:30])([CH3:29])[CH3:27])=[O:33])=[O:33])([CH3:30])[CH3:29]. Product: [C:28]([O:31][C:32](=[O:33])[NH:26][C:23]1[CH:22]=[CH:21][C:20]([S:19][C:5]2[CH:6]=[CH:7][C:8]([O:10][CH:11]([C:13]3[CH:18]=[CH:17][CH:16]=[CH:15][CH:14]=3)[CH3:12])=[CH:9][C:4]=2[N+:1]([O-:3])=[O:2])=[CH:25][CH:24]=1)([CH3:30])([CH3:29])[CH3:27]. The catalyst class is: 12. (2) The catalyst class is: 3. Product: [F:33][CH:32]([F:34])[CH2:31][N:15]1[C@H:10]2[CH:11]=[CH:12][C@@H:13]1[CH2:14][C:8]([C:4]1[CH:5]=[N:6][CH:7]=[C:2]([I:1])[CH:3]=1)([C:16](=[S:18])[NH2:17])[CH2:9]2. Reactant: [I:1][C:2]1[CH:3]=[C:4]([C:8]2([C:16](=[S:18])[NH2:17])[CH2:14][C@H:13]3[NH:15][C@H:10]([CH:11]=[CH:12]3)[CH2:9]2)[CH:5]=[N:6][CH:7]=1.C([O-])([O-])=O.[K+].[K+].FC(F)(F)S(O[CH2:31][CH:32]([F:34])[F:33])(=O)=O.O.